From a dataset of Catalyst prediction with 721,799 reactions and 888 catalyst types from USPTO. Predict which catalyst facilitates the given reaction. (1) Reactant: C[Si]([N-][Si](C)(C)C)(C)C.[Li+].[N:11]1([C:21]([O:23][CH2:24][C:25]2[CH:30]=[CH:29][CH:28]=[CH:27][CH:26]=2)=[O:22])[CH2:16][CH2:15][CH:14]([C:17]([O:19][CH3:20])=[O:18])[CH2:13][CH2:12]1.Br[CH2:32][CH2:33][Cl:34]. Product: [Cl:34][CH2:33][CH2:32][C:14]1([C:17]([O:19][CH3:20])=[O:18])[CH2:13][CH2:12][N:11]([C:21]([O:23][CH2:24][C:25]2[CH:26]=[CH:27][CH:28]=[CH:29][CH:30]=2)=[O:22])[CH2:16][CH2:15]1. The catalyst class is: 7. (2) Reactant: [NH2:1][C:2]1[CH:7]=[CH:6][C:5]([N:8]2[CH2:13][CH2:12][N:11]([CH3:14])[CH2:10][CH2:9]2)=[CH:4][C:3]=1[CH2:15][C:16]([NH2:18])=[O:17].C[O:20][C:21](=O)[C:22]([C:24]1[C:32]2[C:27](=[CH:28][CH:29]=[CH:30][CH:31]=2)[NH:26][CH:25]=1)=O.CC([O-])(C)C.[K+]. Product: [NH2:1][C:2]1[CH:7]=[CH:6][C:5]([N:8]2[CH2:13][CH2:12][N:11]([CH3:14])[CH2:10][CH2:9]2)=[CH:4][C:3]=1[C:15]1[C:16](=[O:17])[NH:18][C:21](=[O:20])[C:22]=1[C:24]1[C:32]2[C:27](=[CH:28][CH:29]=[CH:30][CH:31]=2)[NH:26][CH:25]=1. The catalyst class is: 1. (3) Reactant: [Cl:1][C:2]1[C:10]2[CH:9]([CH2:11][C:12]([O:14][CH2:15][CH3:16])=[O:13])[O:8][B:7]([OH:17])[C:6]=2[CH:5]=[C:4]([OH:18])[CH:3]=1.[H-].[Na+].[CH3:21][S:22](Cl)(=[O:24])=[O:23]. Product: [Cl:1][C:2]1[C:10]2[CH:9]([CH2:11][C:12]([O:14][CH2:15][CH3:16])=[O:13])[O:8][B:7]([OH:17])[C:6]=2[CH:5]=[C:4]([O:18][S:22]([CH3:21])(=[O:24])=[O:23])[CH:3]=1. The catalyst class is: 3. (4) Reactant: [OH-:1].[Na+].[Br:3][C:4]1[CH:5]=[C:6]2[C:12]([CH3:13])=[N:11][NH:10][C:7]2=[N:8][CH:9]=1.[O-:14][Mn](=O)(=O)=O.[K+]. Product: [Br:3][C:4]1[CH:5]=[C:6]2[C:12]([C:13]([OH:14])=[O:1])=[N:11][NH:10][C:7]2=[N:8][CH:9]=1. The catalyst class is: 6. (5) Reactant: O.O.C([O-])(=O)C.[Li+].[Si:8]([O:15][C@@H:16]1[N:22]([C:23]([O:25][CH2:26][C:27]2[CH:32]=[CH:31][C:30]([NH:33][C:34](=[O:51])[C@@H:35]([NH:37][C:38](=[O:50])[C@@H:39]([NH:43][C:44]([O:46][CH2:47][CH:48]=[CH2:49])=[O:45])[CH:40]([CH3:42])[CH3:41])[CH3:36])=[CH:29][CH:28]=2)=[O:24])[C:21]2[CH:52]=[C:53]([O:58][Si](C(C)C)(C(C)C)C(C)C)[C:54]([O:56][CH3:57])=[CH:55][C:20]=2[C:19](=[O:69])[N:18]2[CH:70]=[C:71](/[CH:73]=[CH:74]/[CH3:75])[CH2:72][C@@H:17]12)([C:11]([CH3:14])([CH3:13])[CH3:12])([CH3:10])[CH3:9]. Product: [Si:8]([O:15][C@@H:16]1[N:22]([C:23]([O:25][CH2:26][C:27]2[CH:28]=[CH:29][C:30]([NH:33][C:34](=[O:51])[C@@H:35]([NH:37][C:38](=[O:50])[C@@H:39]([NH:43][C:44]([O:46][CH2:47][CH:48]=[CH2:49])=[O:45])[CH:40]([CH3:42])[CH3:41])[CH3:36])=[CH:31][CH:32]=2)=[O:24])[C:21]2[CH:52]=[C:53]([OH:58])[C:54]([O:56][CH3:57])=[CH:55][C:20]=2[C:19](=[O:69])[N:18]2[CH:70]=[C:71](/[CH:73]=[CH:74]/[CH3:75])[CH2:72][C@@H:17]12)([C:11]([CH3:12])([CH3:13])[CH3:14])([CH3:9])[CH3:10]. The catalyst class is: 39. (6) Reactant: Br[C:2]1[N:7]=[C:6]([CH:8]([O:10][CH2:11][C:12]2([C:25]3[CH:30]=[CH:29][CH:28]=[CH:27][CH:26]=3)[CH2:17][CH2:16][N:15](C(OC(C)(C)C)=O)[CH2:14][CH2:13]2)[CH3:9])[CH:5]=[C:4]([C:31]([F:34])([F:33])[F:32])[CH:3]=1.C[Si](C)(C)[C:37]([F:40])([F:39])[F:38].[F-].[K+].CN1CCCC1=O. Product: [C:25]1([C:12]2([CH2:11][O:10][CH:8]([C:6]3[CH:5]=[C:4]([C:31]([F:34])([F:33])[F:32])[CH:3]=[C:2]([C:37]([F:40])([F:39])[F:38])[N:7]=3)[CH3:9])[CH2:13][CH2:14][NH:15][CH2:16][CH2:17]2)[CH:26]=[CH:27][CH:28]=[CH:29][CH:30]=1. The catalyst class is: 590. (7) Reactant: [Cl:1][C:2]1[CH:7]=[CH:6][C:5]([CH:8]2[CH2:13][CH2:12][N:11]([C:14]3[C:15]([C:28]4[CH:33]=[CH:32][CH:31]=[CH:30][CH:29]=4)=[N:16][C:17]4[C:22]([N:23]=3)=[CH:21][C:20]([C:24]([O:26]C)=[O:25])=[CH:19][CH:18]=4)[CH2:10][CH2:9]2)=[CH:4][CH:3]=1.[OH-].[Na+].Cl. Product: [Cl:1][C:2]1[CH:7]=[CH:6][C:5]([CH:8]2[CH2:9][CH2:10][N:11]([C:14]3[C:15]([C:28]4[CH:29]=[CH:30][CH:31]=[CH:32][CH:33]=4)=[N:16][C:17]4[C:22]([N:23]=3)=[CH:21][C:20]([C:24]([OH:26])=[O:25])=[CH:19][CH:18]=4)[CH2:12][CH2:13]2)=[CH:4][CH:3]=1. The catalyst class is: 200. (8) Reactant: [CH:1]([C@H:3]1[CH2:8][CH2:7][C@H:6]([C@H:9]2[CH2:14][CH2:13][C@H:12]([CH2:15][OH:16])[CH2:11][CH2:10]2)[CH2:5][CH2:4]1)=[CH2:2].N1C=CC=CC=1.[CH3:23][S:24](Cl)(=[O:26])=[O:25].Cl. Product: [CH3:23][S:24]([O:16][CH2:15][C@H:12]1[CH2:13][CH2:14][C@H:9]([C@H:6]2[CH2:7][CH2:8][C@H:3]([CH:1]=[CH2:2])[CH2:4][CH2:5]2)[CH2:10][CH2:11]1)(=[O:26])=[O:25]. The catalyst class is: 119. (9) The catalyst class is: 26. Reactant: C([N:8]1[CH2:13][CH2:12][N:11]([C:14]([C:16]2[N:17]=[CH:18][N:19]([C@H:27]3[CH2:32][CH2:31][CH2:30][CH2:29][C@@H:28]3[NH:33][C:34](=[O:37])[O:35][CH3:36])[C:20]=2[C:21]2[CH:26]=[CH:25][CH:24]=[CH:23][CH:22]=2)=[O:15])[C@H:10]([CH2:38][C:39]2[CH:44]=[CH:43][CH:42]=[CH:41][C:40]=2[Br:45])[CH2:9]1)C1C=CC=CC=1.ClC(OC(Cl)C)=O. Product: [Br:45][C:40]1[CH:41]=[CH:42][CH:43]=[CH:44][C:39]=1[CH2:38][C@@H:10]1[CH2:9][NH:8][CH2:13][CH2:12][N:11]1[C:14]([C:16]1[N:17]=[CH:18][N:19]([C@H:27]2[CH2:32][CH2:31][CH2:30][CH2:29][C@@H:28]2[NH:33][C:34](=[O:37])[O:35][CH3:36])[C:20]=1[C:21]1[CH:22]=[CH:23][CH:24]=[CH:25][CH:26]=1)=[O:15].